This data is from Retrosynthesis with 50K atom-mapped reactions and 10 reaction types from USPTO. The task is: Predict the reactants needed to synthesize the given product. (1) The reactants are: COC(=O)c1cccc(S(=O)CC(C)C)c1. Given the product CC(C)CS(=O)c1cccc(CO)c1, predict the reactants needed to synthesize it. (2) Given the product O=C1C[C@@H](C(=O)O)N(C(=O)CS)C1, predict the reactants needed to synthesize it. The reactants are: CC(=O)SCC(=O)N1CC(=O)C[C@H]1C(=O)O. (3) Given the product CC(C)(C)OC(=O)Nc1ccc(-c2ccc(O[C@H]3CN4CCC3CC4)nn2)cc1[N+](=O)[O-], predict the reactants needed to synthesize it. The reactants are: CC(C)(C)OC(=O)Nc1ccc(B2OC(C)(C)C(C)(C)O2)cc1[N+](=O)[O-].Clc1ccc(O[C@H]2CN3CCC2CC3)nn1. (4) Given the product COC(=O)c1cccc(CN2C(=O)c3ccccc3C2=O)c1, predict the reactants needed to synthesize it. The reactants are: COC(=O)c1cccc(CBr)c1.O=C1NC(=O)c2ccccc21. (5) The reactants are: COc1cc[nH]c1/C=C1\C(=O)Nc2ccc([N+](=O)[O-])c(-c3ccc4cc[nH]c4c3)c21. Given the product COc1cc[nH]c1/C=C1\C(=O)Nc2ccc(N)c(-c3ccc4cc[nH]c4c3)c21, predict the reactants needed to synthesize it. (6) Given the product CC(C)CC(NCC(=O)NOCc1ccccc1)C(=O)NC(Cc1ccc2ccccc2c1)C(=O)NC(C)C(N)=O, predict the reactants needed to synthesize it. The reactants are: CC(C)CC(N)C(=O)NC(Cc1ccc2ccccc2c1)C(=O)NC(C)C(N)=O.O=C(CBr)NOCc1ccccc1. (7) Given the product Cc1ccc(C2=C(C(=O)Nc3ccc(N4CCNCC4)cc3)CCCC2)cc1, predict the reactants needed to synthesize it. The reactants are: Cc1ccc(C2=C(C(=O)Nc3ccc(N4CCN(C(=O)OC(C)(C)C)CC4)cc3)CCCC2)cc1.